This data is from Peptide-MHC class I binding affinity with 185,985 pairs from IEDB/IMGT. The task is: Regression. Given a peptide amino acid sequence and an MHC pseudo amino acid sequence, predict their binding affinity value. This is MHC class I binding data. (1) The binding affinity (normalized) is 0.522. The MHC is HLA-A02:06 with pseudo-sequence HLA-A02:06. The peptide sequence is IMAFILGII. (2) The peptide sequence is LYDYKENRF. The MHC is HLA-B15:01 with pseudo-sequence HLA-B15:01. The binding affinity (normalized) is 0.0847. (3) The peptide sequence is YAGETDLFI. The MHC is H-2-Db with pseudo-sequence H-2-Db. The binding affinity (normalized) is 0. (4) The peptide sequence is YSHGTGTGY. The MHC is HLA-A30:02 with pseudo-sequence HLA-A30:02. The binding affinity (normalized) is 0.208. (5) The peptide sequence is FLKNRFEAL. The MHC is HLA-B15:17 with pseudo-sequence HLA-B15:17. The binding affinity (normalized) is 0.0847.